From a dataset of Catalyst prediction with 721,799 reactions and 888 catalyst types from USPTO. Predict which catalyst facilitates the given reaction. (1) The catalyst class is: 34. Reactant: CS(C)=O.C(Cl)(=O)C(Cl)=O.[CH3:11][C:12]([C:15]([N:17]1[CH2:22][CH2:21][CH:20]([CH2:23][OH:24])[CH2:19][CH2:18]1)=[O:16])([CH3:14])[CH3:13].C(N(CC)CC)C. Product: [CH3:14][C:12]([C:15]([N:17]1[CH2:18][CH2:19][CH:20]([CH:23]=[O:24])[CH2:21][CH2:22]1)=[O:16])([CH3:11])[CH3:13]. (2) Reactant: [Br:1][C:2]1[C:10]2[C:5](=[CH:6][N:7]=[CH:8][CH:9]=2)[S:4][C:3]=1[C:11]([NH2:13])=O.P(Cl)(Cl)(Cl)=O.C(=O)([O-])[O-].[Na+].[Na+].C(Cl)Cl. Product: [Br:1][C:2]1[C:10]2[C:5](=[CH:6][N:7]=[CH:8][CH:9]=2)[S:4][C:3]=1[C:11]#[N:13]. The catalyst class is: 10.